This data is from Reaction yield outcomes from USPTO patents with 853,638 reactions. The task is: Predict the reaction yield, written as a fraction of the theoretical maximum amount of product (1.0 means a 100% yield; for example, 0.34 means a 34% yield). (1) The reactants are Cl[C:2]1[CH:7]=[C:6]([NH:8][C:9]2[CH:18]=[CH:17][CH:16]=[CH:15][C:10]=2[C:11]([NH:13][CH3:14])=[O:12])[C:5]([CH:19]2[CH2:21][CH2:20]2)=[CH:4][N:3]=1.[CH3:22][N:23]1[C:27]([NH2:28])=[CH:26][C:25]([CH3:29])=[N:24]1.C([O-])([O-])=O.[Cs+].[Cs+].CC1(C)C2C(=C(P(C3C=CC=CC=3)C3C=CC=CC=3)C=CC=2)OC2C(P(C3C=CC=CC=3)C3C=CC=CC=3)=CC=CC1=2. The catalyst is C1C=CC(/C=C/C(/C=C/C2C=CC=CC=2)=O)=CC=1.C1C=CC(/C=C/C(/C=C/C2C=CC=CC=2)=O)=CC=1.C1C=CC(/C=C/C(/C=C/C2C=CC=CC=2)=O)=CC=1.[Pd].[Pd].O1CCOCC1. The product is [CH:19]1([C:5]2[C:6]([NH:8][C:9]3[CH:18]=[CH:17][CH:16]=[CH:15][C:10]=3[C:11]([NH:13][CH3:14])=[O:12])=[CH:7][C:2]([NH:28][C:27]3[N:23]([CH3:22])[N:24]=[C:25]([CH3:29])[CH:26]=3)=[N:3][CH:4]=2)[CH2:21][CH2:20]1. The yield is 0.170. (2) The reactants are C(OC(=O)[N:7]([CH2:9][C:10]1[CH:14]=[C:13]([C:15]2[CH:20]=[CH:19][CH:18]=[CH:17][CH:16]=2)[N:12]([S:21]([C:24]2[CH:25]=[N:26][CH:27]=[C:28](Br)[CH:29]=2)(=[O:23])=[O:22])[CH:11]=1)[CH3:8])(C)(C)C.[CH3:32]B(O)O.C(=O)([O-])[O-].[K+].[K+].C(=O)([O-])O.[Na+].C(OCC)(=O)C.[ClH:53]. The catalyst is C(O)C.C1C=CC([P]([Pd]([P](C2C=CC=CC=2)(C2C=CC=CC=2)C2C=CC=CC=2)([P](C2C=CC=CC=2)(C2C=CC=CC=2)C2C=CC=CC=2)[P](C2C=CC=CC=2)(C2C=CC=CC=2)C2C=CC=CC=2)(C2C=CC=CC=2)C2C=CC=CC=2)=CC=1.O1CCOCC1. The product is [ClH:53].[ClH:53].[CH3:8][NH:7][CH2:9][C:10]1[CH:14]=[C:13]([C:15]2[CH:20]=[CH:19][CH:18]=[CH:17][CH:16]=2)[N:12]([S:21]([C:24]2[CH:25]=[N:26][CH:27]=[C:28]([CH3:32])[CH:29]=2)(=[O:22])=[O:23])[CH:11]=1. The yield is 0.390. (3) The reactants are [C:1]1([C:7]2[O:11][C:10]([CH2:12][CH2:13][C:14]([O:16]C)=[O:15])=[N:9][N:8]=2)[CH:6]=[CH:5][CH:4]=[CH:3][CH:2]=1. The catalyst is [OH-].[Na+].CO. The product is [C:1]1([C:7]2[O:11][C:10]([CH2:12][CH2:13][C:14]([OH:16])=[O:15])=[N:9][N:8]=2)[CH:2]=[CH:3][CH:4]=[CH:5][CH:6]=1. The yield is 0.830. (4) The reactants are O=C1CCC(=O)N1[O:8][C:9](=O)[CH2:10][C:11]#[N:12].[CH3:14][O:15][C:16]1[C:21]([C:22]2[N:26]3[N:27]=[C:28]([NH:31][C@@H:32]4[CH2:37][CH2:36][CH2:35][NH:34][CH2:33]4)[CH:29]=[CH:30][C:25]3=[N:24][CH:23]=2)=[CH:20][CH:19]=[CH:18][N:17]=1. The catalyst is ClCCl. The product is [CH3:14][O:15][C:16]1[C:21]([C:22]2[N:26]3[N:27]=[C:28]([NH:31][C@@H:32]4[CH2:37][CH2:36][CH2:35][N:34]([C:9](=[O:8])[CH2:10][C:11]#[N:12])[CH2:33]4)[CH:29]=[CH:30][C:25]3=[N:24][CH:23]=2)=[CH:20][CH:19]=[CH:18][N:17]=1. The yield is 0.640. (5) The reactants are [OH:1][CH:2]1[CH2:7][CH2:6][N:5]([C:8]([O:10][C:11]([CH3:14])([CH3:13])[CH3:12])=[O:9])[CH2:4][CH2:3]1.CC(OI1(OC(C)=O)(OC(C)=O)OC(=O)C2C=CC=CC1=2)=O. The catalyst is C(Cl)Cl. The product is [O:1]=[C:2]1[CH2:3][CH2:4][N:5]([C:8]([O:10][C:11]([CH3:14])([CH3:13])[CH3:12])=[O:9])[CH2:6][CH2:7]1. The yield is 0.900. (6) The reactants are Cl.[CH:2]1([NH:8][NH2:9])[CH2:7][CH2:6][CH2:5][CH2:4][CH2:3]1.C[O-].[Na+].C(O[CH2:16][CH:17]([C:20]#[N:21])[C:18]#[N:19])C. The catalyst is C(O)C. The product is [NH2:21][C:20]1[N:8]([CH:2]2[CH2:7][CH2:6][CH2:5][CH2:4][CH2:3]2)[N:9]=[CH:16][C:17]=1[C:18]#[N:19]. The yield is 0.660. (7) The reactants are [C:1]([C:4]1[C:9]([OH:10])=[CH:8][C:7](OS(C(F)(F)F)(=O)=O)=[CH:6][C:5]=1[OH:19])(=[O:3])[CH3:2].[NH:20]1[CH2:25][CH2:24][O:23][CH2:22][CH2:21]1.C1(C2C=CC=CC=2)C=CC=CC=1P(C(C)(C)C)C(C)(C)C.[O-]P([O-])([O-])=O.[K+].[K+].[K+]. The catalyst is C1COCC1.C1C=CC(/C=C/C(/C=C/C2C=CC=CC=2)=O)=CC=1.C1C=CC(/C=C/C(/C=C/C2C=CC=CC=2)=O)=CC=1.C1C=CC(/C=C/C(/C=C/C2C=CC=CC=2)=O)=CC=1.[Pd].[Pd]. The product is [OH:19][C:5]1[CH:6]=[C:7]([N:20]2[CH2:25][CH2:24][O:23][CH2:22][CH2:21]2)[CH:8]=[C:9]([OH:10])[C:4]=1[C:1](=[O:3])[CH3:2]. The yield is 0.600. (8) The product is [NH2:1][C:2]1[CH:11]=[C:6]([C:7]([O:9][CH3:10])=[O:8])[C:5]([C:13]2[CH:18]=[CH:17][CH:16]=[CH:15][CH:14]=2)=[CH:4][CH:3]=1. The catalyst is O1CCOCC1.O.C1C=CC([P]([Pd]([P](C2C=CC=CC=2)(C2C=CC=CC=2)C2C=CC=CC=2)([P](C2C=CC=CC=2)(C2C=CC=CC=2)C2C=CC=CC=2)[P](C2C=CC=CC=2)(C2C=CC=CC=2)C2C=CC=CC=2)(C2C=CC=CC=2)C2C=CC=CC=2)=CC=1. The yield is 0.840. The reactants are [NH2:1][C:2]1[CH:3]=[CH:4][C:5](Br)=[C:6]([CH:11]=1)[C:7]([O:9][CH3:10])=[O:8].[C:13]1(B(O)O)[CH:18]=[CH:17][CH:16]=[CH:15][CH:14]=1.C(=O)([O-])[O-].[K+].[K+].Cl. (9) The reactants are [CH3:1][O:2][C:3]1[N:8]=[N:7][C:6]([S:9](F)(=[O:11])=[O:10])=[CH:5][CH:4]=1.[CH3:13][NH:14][C:15]1[CH:20]=[CH:19][CH:18]=[CH:17][CH:16]=1. No catalyst specified. The product is [CH3:13][N:14]([C:15]1[CH:20]=[CH:19][CH:18]=[CH:17][CH:16]=1)[S:9]([C:6]1[N:7]=[N:8][C:3]([O:2][CH3:1])=[CH:4][CH:5]=1)(=[O:11])=[O:10]. The yield is 0.530.